From a dataset of Full USPTO retrosynthesis dataset with 1.9M reactions from patents (1976-2016). Predict the reactants needed to synthesize the given product. (1) The reactants are: Cl[C:2]1[C:3]([CH3:22])=[N:4][C:5]2[C:10]([N:11]=1)=[C:9]([C:12]1[NH:20][C:19]3[CH2:18][CH2:17][NH:16][C:15](=[O:21])[C:14]=3[CH:13]=1)[CH:8]=[CH:7][CH:6]=2.C([Sn](CCCC)(CCCC)[C:28]1[CH:33]=[CH:32][CH:31]=[CH:30][N:29]=1)CCC.[F-].[Cs+].CO.C(Cl)Cl. Given the product [CH3:22][C:3]1[C:2]([C:28]2[CH:33]=[CH:32][CH:31]=[CH:30][N:29]=2)=[N:11][C:10]2[C:5](=[CH:6][CH:7]=[CH:8][C:9]=2[C:12]2[NH:20][C:19]3[CH2:18][CH2:17][NH:16][C:15](=[O:21])[C:14]=3[CH:13]=2)[N:4]=1, predict the reactants needed to synthesize it. (2) Given the product [NH:1]1[CH2:37][CH2:36][CH2:35][C@H:2]1[C:3]([NH:5][C@H:6]([C:14]([N:16]1[CH2:34][CH2:33][CH2:32][C@H:17]1[C:18]([NH:20][CH2:21][C:22]([N:24]1[CH2:31][CH2:30][CH2:29][C@H:25]1[C:26]([OH:28])=[O:27])=[O:23])=[O:19])=[O:15])[CH2:7][CH2:8][CH2:9][NH:10][C:11](=[NH:12])[NH2:13])=[O:4], predict the reactants needed to synthesize it. The reactants are: [N:1]1(C(OC(C)(C)C)=O)[CH2:37][CH2:36][CH2:35][C@H:2]1[C:3]([NH:5][C@H:6]([C:14]([N:16]1[CH2:34][CH2:33][CH2:32][C@H:17]1[C:18]([NH:20][CH2:21][C:22]([N:24]1[CH2:31][CH2:30][CH2:29][C@H:25]1[C:26]([OH:28])=[O:27])=[O:23])=[O:19])=[O:15])[CH2:7][CH2:8][CH2:9][NH:10][C:11](=[NH:13])[NH2:12])=[O:4].CCOCC.